This data is from Reaction yield outcomes from USPTO patents with 853,638 reactions. The task is: Predict the reaction yield, written as a fraction of the theoretical maximum amount of product (1.0 means a 100% yield; for example, 0.34 means a 34% yield). (1) The reactants are C[O:2][C:3]1[C:4]([CH3:41])=[C:5]([C:32]([O:39]C)=[C:33]([O:37][CH3:38])[C:34]=1[O:35][CH3:36])[CH2:6][C:7]1[CH:8]=[CH:9][C:10]([C:26]2[CH:27]=[N:28][CH:29]=[CH:30][CH:31]=2)=[C:11]([CH:25]=1)[C:12]([NH:14][C:15]1[CH:20]=[CH:19][C:18]([C:21]([F:24])([F:23])[F:22])=[CH:17][CH:16]=1)=[O:13].O=[N+]([O-])[O-].[O-][N+](=O)[O-].[O-][N+](=O)[O-].[O-][N+](=O)[O-].[O-][N+](=O)[O-].[O-][N+](=O)[O-].[Ce+4].[NH4+].[NH4+]. The catalyst is C(#N)C.O. The product is [CH3:36][O:35][C:34]1[C:3](=[O:2])[C:4]([CH3:41])=[C:5]([CH2:6][C:7]2[CH:8]=[CH:9][C:10]([C:26]3[CH:27]=[N:28][CH:29]=[CH:30][CH:31]=3)=[C:11]([CH:25]=2)[C:12]([NH:14][C:15]2[CH:16]=[CH:17][C:18]([C:21]([F:23])([F:24])[F:22])=[CH:19][CH:20]=2)=[O:13])[C:32](=[O:39])[C:33]=1[O:37][CH3:38]. The yield is 0.320. (2) The reactants are [H-].[Na+].[CH:3]1([S:6]([NH2:9])(=[O:8])=[O:7])[CH2:5][CH2:4]1.[F:10][C:11]1[CH:20]=[CH:19][C:18]2[NH:17][CH:16]([C:21]3[CH:26]=[CH:25][CH:24]=[C:23]([N:27]4[CH2:32][CH2:31][O:30][CH2:29][CH2:28]4)[CH:22]=3)[C:15]([CH3:34])([CH3:33])[CH2:14][C:13]=2[C:12]=1[C:35](O)=[O:36].C(N1C=CN=C1)(N1C=CN=C1)=O. The catalyst is CN(C)C=O. The product is [F:10][C:11]1[CH:20]=[CH:19][C:18]2[NH:17][CH:16]([C:21]3[CH:26]=[CH:25][CH:24]=[C:23]([N:27]4[CH2:28][CH2:29][O:30][CH2:31][CH2:32]4)[CH:22]=3)[C:15]([CH3:33])([CH3:34])[CH2:14][C:13]=2[C:12]=1[C:35]([NH:9][S:6]([CH:3]1[CH2:5][CH2:4]1)(=[O:8])=[O:7])=[O:36]. The yield is 0.200. (3) The reactants are [C:1]([O:14][CH2:15][C:16]1[CH:21]=[CH:20][CH:19]=[CH:18][CH:17]=1)(=[O:13])[CH2:2][C:3]([O:5][CH2:6][C:7]1[CH:12]=[CH:11][CH:10]=[CH:9][CH:8]=1)=[O:4].[H-].[Na+].Cl[C:25]1[CH:30]=[CH:29][N:28]=[CH:27][C:26]=1[N+:31]([O-:33])=[O:32]. The catalyst is C1(C)C=CC=CC=1. The product is [CH2:6]([O:5][C:3](=[O:4])[CH:2]([C:25]1[CH:30]=[CH:29][N:28]=[CH:27][C:26]=1[N+:31]([O-:33])=[O:32])[C:1]([O:14][CH2:15][C:16]1[CH:17]=[CH:18][CH:19]=[CH:20][CH:21]=1)=[O:13])[C:7]1[CH:12]=[CH:11][CH:10]=[CH:9][CH:8]=1. The yield is 0.336. (4) The reactants are Cl.[NH:2]([C:4]1[CH:5]=[C:6]([CH:12]=[CH:13][CH:14]=1)C(OCC)=O)[NH2:3].[CH3:15][C:16]1([CH3:25])[CH2:21][CH2:20][CH2:19][CH:18]([C:22]#[N:23])[C:17]1=O.CC(C)(C)C(=O)CC#N. No catalyst specified. The product is [CH3:15][C:16]1([CH3:25])[C:17]2[C:18](=[C:22]([NH2:23])[N:2]([C:4]3[CH:14]=[CH:13][CH:12]=[CH:6][CH:5]=3)[N:3]=2)[CH2:19][CH2:20][CH2:21]1. The yield is 0.542. (5) The reactants are [N+:1]([C:4]1[CH:9]=[CH:8][C:7]([NH2:10])=[CH:6][CH:5]=1)([O-:3])=[O:2].[Br:11]Br. The catalyst is CC(O)=O. The product is [Br:11][C:8]1[CH:9]=[C:4]([N+:1]([O-:3])=[O:2])[CH:5]=[CH:6][C:7]=1[NH2:10]. The yield is 0.720. (6) The reactants are [Cl:1][C:2]1[CH:7]=[C:6]([C:8]2[N:12]=[C:11]([C:13]3[N:14]=[C:15]4[C:20]([Cl:21])=[CH:19][C:18]([C:22]([F:25])([F:24])[F:23])=[CH:17][N:16]4[CH:26]=3)[O:10][N:9]=2)[C:5]([Cl:27])=[CH:4][C:3]=1[OH:28].[F:29][C:30]([F:35])([F:34])[CH:31]1[O:33][CH2:32]1.[OH-].[Na+]. The catalyst is C1COCC1. The product is [Cl:1][C:2]1[CH:7]=[C:6]([C:8]2[N:12]=[C:11]([C:13]3[N:14]=[C:15]4[C:20]([Cl:21])=[CH:19][C:18]([C:22]([F:23])([F:25])[F:24])=[CH:17][N:16]4[CH:26]=3)[O:10][N:9]=2)[C:5]([Cl:27])=[CH:4][C:3]=1[O:28][CH2:32][CH:31]([OH:33])[C:30]([F:35])([F:34])[F:29]. The yield is 0.620. (7) The reactants are [F:1][C:2]1[CH:7]=[CH:6][C:5]([C:8]2[N:9]=[C:10]3[C:15]([CH3:16])=[C:14]([CH3:17])[C:13]([N:18]4[CH2:23][CH2:22][N:21](C(OC(C)(C)C)=O)[CH2:20][CH2:19]4)=[N:12][N:11]3[C:31]=2[C:32]2[CH:37]=[CH:36][N:35]=[CH:34][CH:33]=2)=[CH:4][CH:3]=1.FC(F)(F)C(O)=O. The catalyst is ClCCl. The product is [F:1][C:2]1[CH:7]=[CH:6][C:5]([C:8]2[N:9]=[C:10]3[C:15]([CH3:16])=[C:14]([CH3:17])[C:13]([N:18]4[CH2:23][CH2:22][NH:21][CH2:20][CH2:19]4)=[N:12][N:11]3[C:31]=2[C:32]2[CH:33]=[CH:34][N:35]=[CH:36][CH:37]=2)=[CH:4][CH:3]=1. The yield is 0.830.